This data is from Full USPTO retrosynthesis dataset with 1.9M reactions from patents (1976-2016). The task is: Predict the reactants needed to synthesize the given product. (1) Given the product [F:22][CH:21]([F:23])[O:8][C:6]1[CH:7]=[C:2]([F:1])[CH:3]=[CH:4][C:5]=1[N+:9]([O-:11])=[O:10], predict the reactants needed to synthesize it. The reactants are: [F:1][C:2]1[CH:3]=[CH:4][C:5]([N+:9]([O-:11])=[O:10])=[C:6]([OH:8])[CH:7]=1.C(=O)([O-])[O-].[K+].[K+].COC(=O)[C:21](Cl)([F:23])[F:22].O. (2) The reactants are: C([NH:5][S:6]([C:9]1[CH:14]=[CH:13][CH:12]=[CH:11][C:10]=1[C:15]1[CH:20]=[CH:19][C:18]([NH:21][C:22]([C:24]2([NH:29][C:30]([NH:32][C:33]3[CH:38]=[CH:37][C:36]([Cl:39])=[CH:35][CH:34]=3)=[O:31])[CH2:28][CH:27]=[CH:26][CH2:25]2)=[O:23])=[C:17]([F:40])[CH:16]=1)(=[O:8])=[O:7])(C)(C)C.C(O)(C(F)(F)F)=O. Given the product [F:40][C:17]1[CH:16]=[C:15]([C:10]2[CH:11]=[CH:12][CH:13]=[CH:14][C:9]=2[S:6](=[O:7])(=[O:8])[NH2:5])[CH:20]=[CH:19][C:18]=1[NH:21][C:22]([C:24]1([NH:29][C:30]([NH:32][C:33]2[CH:38]=[CH:37][C:36]([Cl:39])=[CH:35][CH:34]=2)=[O:31])[CH2:28][CH:27]=[CH:26][CH2:25]1)=[O:23], predict the reactants needed to synthesize it. (3) Given the product [NH3:1].[Cl:40][C:41]1[CH:42]=[C:43]([CH:46]=[CH:47][CH:48]=1)[CH2:44][NH:1][CH2:2][CH2:3][C:4]1[CH:5]=[CH:6][C:7]([O:8][CH2:9][CH2:10][C:11]2[CH:16]=[CH:15][C:14]([OH:17])=[C:13]([C@@H:18]([C:28]3[CH:29]=[CH:30][CH:31]=[CH:32][CH:33]=3)[CH2:19][CH2:20][N:21]([CH:25]([CH3:26])[CH3:27])[CH:22]([CH3:24])[CH3:23])[CH:12]=2)=[CH:34][CH:35]=1, predict the reactants needed to synthesize it. The reactants are: [NH2:1][CH2:2][CH2:3][C:4]1[CH:35]=[CH:34][C:7]([O:8][CH2:9][CH2:10][C:11]2[CH:16]=[CH:15][C:14]([OH:17])=[C:13]([C@@H:18]([C:28]3[CH:33]=[CH:32][CH:31]=[CH:30][CH:29]=3)[CH2:19][CH2:20][N:21]([CH:25]([CH3:27])[CH3:26])[CH:22]([CH3:24])[CH3:23])[CH:12]=2)=[CH:6][CH:5]=1.C(O)(=O)C.[Cl:40][C:41]1[CH:42]=[C:43]([CH:46]=[CH:47][CH:48]=1)[CH:44]=O.[BH4-].[Na+]. (4) Given the product [NH2:8][C:3]1[CH:4]=[CH:5][CH:6]=[CH:7][C:2]=1[CH3:1].[CH3:11][N:12]([CH3:16])[SH:13](=[O:15])=[O:14], predict the reactants needed to synthesize it. The reactants are: [CH3:1][C:2]1[CH:7]=[CH:6][CH:5]=[CH:4][C:3]=1[N+:8]([O-])=O.[CH3:11][N:12]([CH3:16])[SH:13](=[O:15])=[O:14].